Dataset: Forward reaction prediction with 1.9M reactions from USPTO patents (1976-2016). Task: Predict the product of the given reaction. (1) Given the reactants [OH:1][C:2]1[C:3]([C:15]([OH:17])=[O:16])=[CH:4][N:5]([C:9]2[CH:14]=[CH:13][CH:12]=[CH:11][CH:10]=2)[C:6](=[O:8])[CH:7]=1.OS(O)(=O)=O.[CH3:23]O, predict the reaction product. The product is: [OH:1][C:2]1[C:3]([C:15]([O:17][CH3:23])=[O:16])=[CH:4][N:5]([C:9]2[CH:14]=[CH:13][CH:12]=[CH:11][CH:10]=2)[C:6](=[O:8])[CH:7]=1. (2) Given the reactants [CH3:1][CH:2]([C:4]1[N:9]=[C:8]([N:10]([S:12]([CH3:15])(=[O:14])=[O:13])[CH3:11])[N:7]=[C:6]([C:16]2[CH:17]=[CH:18][C:19]([F:22])=[CH:20][CH:21]=2)[C:5]=1/[CH:23]=[CH:24]/[C@@H:25]([OH:33])[CH2:26][C@@H:27]([OH:32])[CH2:28][C:29]([OH:31])=[O:30])[CH3:3].C([NH-])CCC.O.C(N)(C)(C)C, predict the reaction product. The product is: [CH3:3][CH:2]([C:4]1[N:9]=[C:8]([N:10]([S:12]([CH3:15])(=[O:13])=[O:14])[CH3:11])[N:7]=[C:6]([C:16]2[CH:21]=[CH:20][C:19]([F:22])=[CH:18][CH:17]=2)[C:5]=1/[CH:23]=[CH:24]/[C@@H:25]([OH:33])[CH2:26][C@@H:27]([OH:32])[CH2:28][C:29]([OH:31])=[O:30])[CH3:1]. (3) The product is: [OH:15][CH2:14][CH:13]([C:26]1[CH:31]=[CH:30][CH:29]=[CH:28][CH:27]=1)[C:12]([NH:11][C:7]1[CH:6]=[C:5]2[C:10](=[CH:9][CH:8]=1)[CH:1]=[N:2][CH:3]=[CH:4]2)=[O:32]. Given the reactants [CH:1]1[C:10]2[C:5](=[CH:6][C:7]([NH:11][C:12](=[O:32])[CH:13]([C:26]3[CH:31]=[CH:30][CH:29]=[CH:28][CH:27]=3)[CH2:14][O:15][Si](C(C)C)(C(C)C)C(C)C)=[CH:8][CH:9]=2)[CH:4]=[CH:3][N:2]=1.CCCC[N+](CCCC)(CCCC)CCCC.[F-], predict the reaction product. (4) Given the reactants Br[C:2]1[C:11](=[O:12])[C:10]2[C:5](=[CH:6][CH:7]=[CH:8][CH:9]=2)[N:4]([CH3:13])[N:3]=1.C(N(CC)CC)C, predict the reaction product. The product is: [CH3:13][N:4]1[C:5]2[C:10](=[CH:9][CH:8]=[CH:7][CH:6]=2)[C:11](=[O:12])[CH:2]=[N:3]1. (5) The product is: [NH2:14][C:15]1[CH:20]=[CH:19][C:18]([C@H:21]2[O:26][CH2:25][CH2:24][N:23]([C:27]([O:29][C:30]([CH3:32])([CH3:31])[CH3:33])=[O:28])[CH2:22]2)=[C:17]([F:34])[CH:16]=1. Given the reactants C1(C(=[N:14][C:15]2[CH:20]=[CH:19][C:18]([C@H:21]3[O:26][CH2:25][CH2:24][N:23]([C:27]([O:29][C:30]([CH3:33])([CH3:32])[CH3:31])=[O:28])[CH2:22]3)=[C:17]([F:34])[CH:16]=2)C2C=CC=CC=2)C=CC=CC=1.C([O-])(=O)C.[Na+].Cl.NO, predict the reaction product. (6) Given the reactants [OH:1][CH2:2][C:3]([CH3:8])([CH3:7])[C:4](O)=[O:5].[CH:9]1([NH2:14])[CH2:13][CH2:12][CH2:11][CH2:10]1, predict the reaction product. The product is: [CH:9]1([NH:14][C:4](=[O:5])[C:3]([CH3:8])([CH3:7])[CH2:2][OH:1])[CH2:13][CH2:12][CH2:11][CH2:10]1. (7) Given the reactants [CH3:1][C:2]([CH3:9])([CH3:8])[C:3](=O)[CH2:4][C:5]#[N:6].[ClH:10].[NH:11]([C:13]1[CH:14]=[C:15]([CH:21]=[CH:22][CH:23]=1)[C:16]([O:18][CH2:19]C)=[O:17])[NH2:12], predict the reaction product. The product is: [ClH:10].[NH2:6][C:5]1[N:11]([C:13]2[CH:14]=[C:15]([CH:21]=[CH:22][CH:23]=2)[C:16]([O:18][CH3:19])=[O:17])[N:12]=[C:3]([C:2]([CH3:9])([CH3:8])[CH3:1])[CH:4]=1. (8) The product is: [N+:1]([C:4]1[CH:9]=[CH:8][CH:7]=[CH:6][C:5]=1[S:10]([N:13]([CH2:14][CH2:15][C:16]1[CH:17]=[N:18][CH:19]=[CH:20][CH:21]=1)[CH2:34][CH2:35][CH2:36][O:37][C:38]1[CH:54]=[CH:53][C:41]2[N:42]([CH3:52])[C:43](=[O:51])[C:44]([CH3:49])([CH3:50])[C:45](=[O:48])[N:46]([CH3:47])[C:40]=2[CH:39]=1)(=[O:11])=[O:12])([O-:3])=[O:2]. Given the reactants [N+:1]([C:4]1[CH:9]=[CH:8][CH:7]=[CH:6][C:5]=1[S:10]([NH:13][CH2:14][CH2:15][C:16]1[CH:17]=[N:18][CH:19]=[CH:20][CH:21]=1)(=[O:12])=[O:11])([O-:3])=[O:2].C(=O)([O-])[O-].[K+].[K+].CN(C=O)C.I[CH2:34][CH2:35][CH2:36][O:37][C:38]1[CH:54]=[CH:53][C:41]2[N:42]([CH3:52])[C:43](=[O:51])[C:44]([CH3:50])([CH3:49])[C:45](=[O:48])[N:46]([CH3:47])[C:40]=2[CH:39]=1, predict the reaction product.